Dataset: Catalyst prediction with 721,799 reactions and 888 catalyst types from USPTO. Task: Predict which catalyst facilitates the given reaction. (1) Reactant: C(OC([NH:11][C:12]1[CH:25]=[CH:24][C:15]([CH2:16][N:17]2[CH2:20][CH:19]([C:21]([OH:23])=[O:22])[CH2:18]2)=[CH:14][CH:13]=1)=O)C1C=CC=CC=1. Product: [NH2:11][C:12]1[CH:13]=[CH:14][C:15]([CH2:16][N:17]2[CH2:18][CH:19]([C:21]([OH:23])=[O:22])[CH2:20]2)=[CH:24][CH:25]=1. The catalyst class is: 29. (2) Reactant: Cl[CH2:2][CH:3]=O.[Cl:5][C:6]1[CH:7]=[C:8]([NH:12][C:13]([NH2:15])=[S:14])[CH:9]=[CH:10][CH:11]=1. Product: [Cl:5][C:6]1[CH:7]=[C:8]([NH:12][C:13]2[S:14][CH:2]=[CH:3][N:15]=2)[CH:9]=[CH:10][CH:11]=1. The catalyst class is: 8.